This data is from Reaction yield outcomes from USPTO patents with 853,638 reactions. The task is: Predict the reaction yield, written as a fraction of the theoretical maximum amount of product (1.0 means a 100% yield; for example, 0.34 means a 34% yield). (1) The reactants are [OH:1][CH2:2][CH2:3][O:4][C:5]1[CH:6]=[C:7]2[C:12](=[CH:13][CH:14]=1)[NH:11][C:10](=[O:15])[CH2:9][CH2:8]2.N1C=CC=CC=1.[CH3:22][C:23]1[CH:28]=[CH:27][C:26]([S:29](Cl)(=[O:31])=[O:30])=[CH:25][CH:24]=1. The catalyst is C(Cl)Cl.CCOC(C)=O. The product is [CH3:22][C:23]1[CH:28]=[CH:27][C:26]([S:29]([O:1][CH2:2][CH2:3][O:4][C:5]2[CH:6]=[C:7]3[C:12](=[CH:13][CH:14]=2)[NH:11][C:10](=[O:15])[CH2:9][CH2:8]3)(=[O:31])=[O:30])=[CH:25][CH:24]=1. The yield is 0.270. (2) The product is [ClH:36].[ClH:36].[C:1]1([C@H:7]2[C@H:16]3[CH2:17][CH2:18][N:19]([C:20]([C@H:22]4[CH2:27][CH2:26][CH2:25][CH2:24][C@H:23]4[NH2:28])=[O:21])[C@H:15]3[C:14]3[CH:13]=[CH:12][CH:11]=[CH:10][C:9]=3[NH:8]2)[CH:6]=[CH:5][CH:4]=[CH:3][CH:2]=1. The yield is 0.900. The catalyst is C(OCC)(=O)C.CO. The reactants are [C:1]1([C@H:7]2[C@H:16]3[CH2:17][CH2:18][N:19]([C:20]([C@H:22]4[CH2:27][CH2:26][CH2:25][CH2:24][C@H:23]4[NH:28]C(=O)OC(C)(C)C)=[O:21])[C@H:15]3[C:14]3[CH:13]=[CH:12][CH:11]=[CH:10][C:9]=3[NH:8]2)[CH:6]=[CH:5][CH:4]=[CH:3][CH:2]=1.[ClH:36]. (3) The reactants are Br[C:2]1[CH:3]=[N:4][CH:5]=[C:6]2[C:11]=1[N:10]=[C:9]([C:12]([NH:14][CH2:15][CH2:16][O:17][CH3:18])=[O:13])[CH:8]=[CH:7]2.[CH3:19][O:20][C:21]1[CH:22]=[C:23](B(O)O)[CH:24]=[CH:25][CH:26]=1.C(=O)([O-])[O-].[Cs+].[Cs+]. The catalyst is O1CCOCC1.O.C1(P([C-]2C=CC=C2)C2C=CC=CC=2)C=CC=CC=1.[C-]1(P(C2C=CC=CC=2)C2C=CC=CC=2)C=CC=C1.[Fe+2].[Pd](Cl)Cl. The product is [CH3:18][O:17][CH2:16][CH2:15][NH:14][C:12]([C:9]1[CH:8]=[CH:7][C:6]2[C:11](=[C:2]([C:25]3[CH:24]=[CH:23][CH:22]=[C:21]([O:20][CH3:19])[CH:26]=3)[CH:3]=[N:4][CH:5]=2)[N:10]=1)=[O:13]. The yield is 0.670. (4) The reactants are [CH3:1][NH:2][C:3]([C:5]1[CH:6]=[C:7]([CH:18]=[CH:19][CH:20]=1)[O:8][C:9]1[CH:14]=[CH:13][C:12]([N+:15]([O-])=O)=[CH:11][CH:10]=1)=[O:4]. The catalyst is CCOC(C)=O.[Pd]. The product is [CH3:1][NH:2][C:3]([C:5]1[CH:6]=[C:7]([CH:18]=[CH:19][CH:20]=1)[O:8][C:9]1[CH:14]=[CH:13][C:12]([NH2:15])=[CH:11][CH:10]=1)=[O:4]. The yield is 0.560. (5) The reactants are [Cl:1][C:2]1[CH:7]=[CH:6][C:5]([C:8]2[O:9][C:10]3[CH:19]=[C:18]([N+:20]([O-:22])=[O:21])[C:17](OS(C(F)(F)F)(=O)=O)=[CH:16][C:11]=3[C:12]=2[C:13]([O-:15])=[O:14])=[CH:4][CH:3]=1.[F-].[K+].[Na+].[Br-].[CH:35]1(B(O)O)[CH2:37][CH2:36]1.[C:41]1(C)C=CC=C[CH:42]=1. The catalyst is C1C=CC([P]([Pd]([P](C2C=CC=CC=2)(C2C=CC=CC=2)C2C=CC=CC=2)([P](C2C=CC=CC=2)(C2C=CC=CC=2)C2C=CC=CC=2)[P](C2C=CC=CC=2)(C2C=CC=CC=2)C2C=CC=CC=2)(C2C=CC=CC=2)C2C=CC=CC=2)=CC=1.O. The product is [Cl:1][C:2]1[CH:3]=[CH:4][C:5]([C:8]2[O:9][C:10]3[CH:19]=[C:18]([N+:20]([O-:22])=[O:21])[C:17]([CH:35]4[CH2:37][CH2:36]4)=[CH:16][C:11]=3[C:12]=2[C:13]([O:15][CH2:41][CH3:42])=[O:14])=[CH:6][CH:7]=1. The yield is 0.990. (6) The reactants are [CH3:1][C:2]1[NH:3][C:4]([C:13]2[CH:18]=[CH:17][CH:16]=[CH:15][CH:14]=2)=[C:5]([CH3:12])[C:6]=1[C:7]([O:9][CH2:10][CH3:11])=[O:8].[H-].[Na+].[C:21]1([S:27](Cl)(=[O:29])=[O:28])[CH:26]=[CH:25][CH:24]=[CH:23][CH:22]=1. No catalyst specified. The product is [CH3:1][C:2]1[N:3]([S:27]([C:21]2[CH:26]=[CH:25][CH:24]=[CH:23][CH:22]=2)(=[O:29])=[O:28])[C:4]([C:13]2[CH:14]=[CH:15][CH:16]=[CH:17][CH:18]=2)=[C:5]([CH3:12])[C:6]=1[C:7]([O:9][CH2:10][CH3:11])=[O:8]. The yield is 0.370. (7) The reactants are [CH2:1]([C:5]1[CH:6]=[CH:7][C:8]([C:11]([OH:13])=O)=[N:9][CH:10]=1)[CH2:2][CH2:3][CH3:4].ClC(OC(C)C)=O.Cl.[CH3:22][S:23]([C:26]1[CH:31]=[CH:30][C:29]([N:32]2[C:36]3=[N:37][CH:38]=[N:39][C:40]([O:41][CH:42]4[CH2:47][CH2:46][NH:45][CH2:44][CH2:43]4)=[C:35]3[CH:34]=[N:33]2)=[CH:28][CH:27]=1)(=[O:25])=[O:24].C(N(CC)CC)C. The catalyst is CN(C=O)C. The product is [CH2:1]([C:5]1[CH:6]=[CH:7][C:8]([C:11]([N:45]2[CH2:46][CH2:47][CH:42]([O:41][C:40]3[N:39]=[CH:38][N:37]=[C:36]4[N:32]([C:29]5[CH:28]=[CH:27][C:26]([S:23]([CH3:22])(=[O:24])=[O:25])=[CH:31][CH:30]=5)[N:33]=[CH:34][C:35]=34)[CH2:43][CH2:44]2)=[O:13])=[N:9][CH:10]=1)[CH2:2][CH2:3][CH3:4]. The yield is 0.130.